From a dataset of Catalyst prediction with 721,799 reactions and 888 catalyst types from USPTO. Predict which catalyst facilitates the given reaction. (1) Reactant: [CH3:1][CH2:2][CH2:3][CH2:4][CH2:5][CH2:6][CH2:7][CH2:8][CH2:9][CH2:10][CH2:11][CH3:12].CCCCCCCC/C=C\CCCCCCCC[O:31]CCO. Product: [CH3:12][CH2:11][CH2:10][CH2:9][CH2:8][CH2:7][CH2:6][CH2:5][CH2:4][CH2:3][CH2:2][CH3:1].[OH2:31]. The catalyst class is: 6. (2) Reactant: C(N(CC)CC)C.F[C:9]1[C:18]([CH3:19])=[C:17]2[C:12]([C:13](=[O:27])[C:14]([C:24]([OH:26])=[O:25])=[CH:15][N:16]2[C@@H:20]2[CH2:22][C@@H:21]2[F:23])=[CH:11][CH:10]=1.C(OC([NH:35][C@:36]12[CH2:44][NH:43][CH2:42][C@@H:41]1[CH2:40][O:39][CH2:38][CH2:37]2)=O)(C)(C)C. Product: [NH2:35][C@:36]12[CH2:44][N:43]([C:9]3[C:18]([CH3:19])=[C:17]4[C:12]([C:13](=[O:27])[C:14]([C:24]([OH:26])=[O:25])=[CH:15][N:16]4[C@@H:20]4[CH2:22][C@@H:21]4[F:23])=[CH:11][CH:10]=3)[CH2:42][C@@H:41]1[CH2:40][O:39][CH2:38][CH2:37]2. The catalyst class is: 148. (3) Reactant: C(OC([N:8]1[CH2:13][CH2:12][N:11]([C:14]2[CH:19]=[CH:18][CH:17]=[C:16]([Cl:20])[C:15]=2[O:21][CH3:22])[CH2:10][CH2:9]1)=O)(C)(C)C.C(O)(C(F)(F)F)=O. Product: [Cl:20][C:16]1[C:15]([O:21][CH3:22])=[C:14]([N:11]2[CH2:10][CH2:9][NH:8][CH2:13][CH2:12]2)[CH:19]=[CH:18][CH:17]=1. The catalyst class is: 2.